This data is from Full USPTO retrosynthesis dataset with 1.9M reactions from patents (1976-2016). The task is: Predict the reactants needed to synthesize the given product. (1) Given the product [C:32]([C:31]1[C:23]([N:20]2[CH2:21][CH2:22][CH:17]([C:15]([O:14][C:10]([CH3:13])([CH3:12])[CH3:11])=[O:16])[CH2:18][CH2:19]2)=[N:24][C:25]([O:34][CH3:35])=[C:26]([C:27](=[O:29])[N:38]([O:39][CH3:40])[CH3:37])[CH:30]=1)#[N:33], predict the reactants needed to synthesize it. The reactants are: CCN(C(C)C)C(C)C.[C:10]([O:14][C:15]([CH:17]1[CH2:22][CH2:21][N:20]([C:23]2[C:31]([C:32]#[N:33])=[CH:30][C:26]([C:27]([OH:29])=O)=[C:25]([O:34][CH3:35])[N:24]=2)[CH2:19][CH2:18]1)=[O:16])([CH3:13])([CH3:12])[CH3:11].Cl.[CH3:37][NH:38][O:39][CH3:40].C1CN([P+](Br)(N2CCCC2)N2CCCC2)CC1.F[P-](F)(F)(F)(F)F. (2) Given the product [OH:11][N:10]=[C:2]([C:3](=[O:4])[CH3:5])[C:1]([O:7][CH2:8][CH3:9])=[O:6], predict the reactants needed to synthesize it. The reactants are: [C:1]([O:7][CH2:8][CH3:9])(=[O:6])[CH2:2][C:3]([CH3:5])=[O:4].[N:10]([O-])=[O:11].[Na+]. (3) Given the product [CH:17]([C:11]1[C:12]2[N:13]([CH:14]=[CH:15][N:16]=2)[C:8]([C:5]2[CH:6]=[CH:7][C:2]([CH3:1])=[CH:3][CH:4]=2)=[C:9]([C:19]2[CH:20]=[CH:21][C:22]([C:23]#[N:24])=[CH:25][CH:26]=2)[N:10]=1)=[O:28], predict the reactants needed to synthesize it. The reactants are: [CH3:1][C:2]1[CH:7]=[CH:6][C:5]([C:8]2[N:13]3[CH:14]=[CH:15][N:16]=[C:12]3[C:11]([CH:17]=C)=[N:10][C:9]=2[C:19]2[CH:26]=[CH:25][C:22]([C:23]#[N:24])=[CH:21][CH:20]=2)=[CH:4][CH:3]=1.I([O-])(=O)(=O)=[O:28].[Na+]. (4) Given the product [F:1][C:2]1[C:10]2[CH2:9][CH2:8][CH2:7][CH2:6][C:5]=2[N:4]2[CH2:11][CH2:12][N:13]([C:16]3[C:17]([CH2:18][OH:19])=[C:20]([C:24]4[CH:29]=[C:28]([NH:30][C:31]5[CH:36]=[CH:35][N:34]=[CH:33][N:32]=5)[C:27](=[O:37])[N:26]([CH3:38])[CH:25]=4)[CH:21]=[CH:22][N:23]=3)[C:14](=[O:15])[C:3]=12, predict the reactants needed to synthesize it. The reactants are: [F:1][C:2]1[C:10]2[CH2:9][CH2:8][CH2:7][CH2:6][C:5]=2[N:4]2[CH2:11][CH2:12][N:13]([C:16]3[N:23]=[CH:22][CH:21]=[C:20]([C:24]4[CH:29]=[C:28]([NH:30][C:31]5[CH:36]=[CH:35][N:34]=[CH:33][N:32]=5)[C:27](=[O:37])[N:26]([CH3:38])[CH:25]=4)[C:17]=3[CH:18]=[O:19])[C:14](=[O:15])[C:3]=12.[BH4-].[Na+]. (5) Given the product [Na+:15].[F:1][C:2]1[CH:7]=[CH:6][C:5]([CH2:8][CH2:9][S:11]([O-:14])(=[O:13])=[O:12])=[CH:4][CH:3]=1.[Br-:10].[Na+:15], predict the reactants needed to synthesize it. The reactants are: [F:1][C:2]1[CH:7]=[CH:6][C:5]([CH2:8][CH2:9][Br:10])=[CH:4][CH:3]=1.[S:11]([O-:14])([O-:13])=[O:12].[Na+:15].[Na+]. (6) Given the product [CH2:1]([O:3][C:4](=[O:33])[CH2:5][N:6]1[C:14]2[CH2:13][CH2:12][CH2:11][C@@H:10]([N:15]([CH3:16])[S:17]([C:20]3[CH:25]=[C:24]([C:26]([F:27])([F:28])[F:29])[CH:23]=[C:22]([C:30]4([CH3:36])[CH2:32][CH2:31]4)[CH:21]=3)(=[O:18])=[O:19])[C:9]=2[CH:8]=[N:7]1)[CH3:2], predict the reactants needed to synthesize it. The reactants are: [CH2:1]([O:3][C:4](=[O:33])[CH2:5][N:6]1[C:14]2[CH2:13][CH2:12][CH2:11][C@@H:10]([N:15]([S:17]([C:20]3[CH:25]=[C:24]([C:26]([F:29])([F:28])[F:27])[CH:23]=[C:22]([C:30]([CH3:32])=[CH2:31])[CH:21]=3)(=[O:19])=[O:18])[CH3:16])[C:9]=2[CH:8]=[N:7]1)[CH3:2].[N+](=[CH2:36])=[N-]. (7) Given the product [CH3:8][O:9][C:10]1[CH:17]=[CH:16][C:13]([CH2:14][N:20]([CH2:19][C:13]2[CH:16]=[CH:17][C:10]([O:9][CH3:8])=[CH:11][CH:12]=2)[CH2:2][C:3]2[S:4][CH:5]=[CH:6][N:7]=2)=[CH:12][CH:11]=1, predict the reactants needed to synthesize it. The reactants are: N[CH2:2][C:3]1[S:4][CH:5]=[CH:6][N:7]=1.[CH3:8][O:9][C:10]1[CH:17]=[CH:16][C:13]([CH:14]=O)=[CH:12][CH:11]=1.[BH3-][C:19]#[N:20].[Na+]. (8) Given the product [F:1][CH2:2][C@H:3]1[O:24][C@@H:7]([O:8][C:9]2[CH:14]=[CH:13][CH:12]=[CH:11][C:10]=2[CH2:15][C:16]2[CH:21]=[CH:20][C:19]([O:22][CH3:23])=[CH:18][CH:17]=2)[C@H:6]([OH:25])[C@@H:5]([OH:34])[C@@H:4]1[OH:43], predict the reactants needed to synthesize it. The reactants are: [F:1][CH2:2][C@H:3]1[O:24][C@@H:7]([O:8][C:9]2[CH:14]=[CH:13][CH:12]=[CH:11][C:10]=2[CH2:15][C:16]2[CH:21]=[CH:20][C:19]([O:22][CH3:23])=[CH:18][CH:17]=2)[C@H:6]([O:25]C(=O)C2C=CC=CC=2)[C@@H:5]([O:34]C(=O)C2C=CC=CC=2)[C@@H:4]1[O:43]C(=O)C1C=CC=CC=1.C[O-].[Na+].